From a dataset of Full USPTO retrosynthesis dataset with 1.9M reactions from patents (1976-2016). Predict the reactants needed to synthesize the given product. Given the product [BrH:33].[F:1][C:2]1[CH:7]=[C:6]([N:8]2[CH2:12][C@H:11]([CH2:13][NH:14][C:15](=[O:17])[CH3:16])[O:10][C:9]2=[O:18])[CH:5]=[CH:4][C:3]=1[C:19]1[CH:24]=[CH:23][C:22]([CH2:25][NH:26][CH2:27][C:28]2[NH:32][N:31]=[N:30][CH:29]=2)=[CH:21][CH:20]=1, predict the reactants needed to synthesize it. The reactants are: [F:1][C:2]1[CH:7]=[C:6]([N:8]2[CH2:12][C@H:11]([CH2:13][NH:14][C:15](=[O:17])[CH3:16])[O:10][C:9]2=[O:18])[CH:5]=[CH:4][C:3]=1[C:19]1[CH:24]=[CH:23][C:22]([CH2:25][NH:26][CH2:27][C:28]2[NH:32][N:31]=[N:30][CH:29]=2)=[CH:21][CH:20]=1.[BrH:33].